Task: Predict the product of the given reaction.. Dataset: Forward reaction prediction with 1.9M reactions from USPTO patents (1976-2016) (1) Given the reactants [CH2:1]([O:8][C:9]([CH2:11][CH2:12][N:13]([C:19]([O:21][C:22]([CH3:25])([CH3:24])[CH3:23])=[O:20])[CH2:14][CH2:15][C:16]([OH:18])=O)=[O:10])[C:2]1[CH:7]=[CH:6][CH:5]=[CH:4][CH:3]=1.C1C=CC2N(O)N=NC=2C=1.CCN=C=NCCCN(C)C.CCN(C(C)C)C(C)C.[C:56]([O:60][C:61](=[O:79])[CH2:62][CH2:63][CH2:64][CH2:65][CH2:66][CH2:67][CH2:68][CH2:69][CH2:70][CH2:71][CH2:72][CH2:73][CH2:74][CH2:75][CH2:76][CH2:77][NH2:78])([CH3:59])([CH3:58])[CH3:57], predict the reaction product. The product is: [C:56]([O:60][C:61](=[O:79])[CH2:62][CH2:63][CH2:64][CH2:65][CH2:66][CH2:67][CH2:68][CH2:69][CH2:70][CH2:71][CH2:72][CH2:73][CH2:74][CH2:75][CH2:76][CH2:77][NH:78][C:16](=[O:18])[CH2:15][CH2:14][N:13]([CH2:12][CH2:11][C:9]([O:8][CH2:1][C:2]1[CH:3]=[CH:4][CH:5]=[CH:6][CH:7]=1)=[O:10])[C:19]([O:21][C:22]([CH3:25])([CH3:24])[CH3:23])=[O:20])([CH3:59])([CH3:57])[CH3:58]. (2) Given the reactants Br[C:2]1[CH:3]=[C:4]([CH:8]=[C:9]([OH:11])[CH:10]=1)[C:5]([OH:7])=[O:6].[C:12]([Cu])#[N:13].Cl, predict the reaction product. The product is: [C:12]([C:2]1[CH:3]=[C:4]([CH:8]=[C:9]([OH:11])[CH:10]=1)[C:5]([OH:7])=[O:6])#[N:13]. (3) Given the reactants [NH:1]1[C:9]2[C:4](=[CH:5][CH:6]=[CH:7][CH:8]=2)[CH:3]=[N:2]1.[CH2:10]1[O:13][C@H:11]1[CH3:12].CC(C)([O-])C.[K+].CC(O)(C)C, predict the reaction product. The product is: [N:1]1([CH2:10][C@H:11]([CH3:12])[OH:13])[C:9]2[C:4](=[CH:5][CH:6]=[CH:7][CH:8]=2)[CH:3]=[N:2]1. (4) Given the reactants [F:1][C:2]1[CH:3]=[C:4]([S:8]([NH2:11])(=[O:10])=[O:9])[CH:5]=[CH:6][CH:7]=1.[Cl:12][C:13]1[C:22](Cl)=[N:21][C:20]2[C:15](=[CH:16][CH:17]=[CH:18][CH:19]=2)[N:14]=1.C([O-])([O-])=O.[K+].[K+], predict the reaction product. The product is: [Cl:12][C:13]1[C:22]([NH:11][S:8]([C:4]2[CH:5]=[CH:6][CH:7]=[C:2]([F:1])[CH:3]=2)(=[O:9])=[O:10])=[N:21][C:20]2[C:15]([N:14]=1)=[CH:16][CH:17]=[CH:18][CH:19]=2. (5) Given the reactants [NH2:1][C:2]1[CH:6]=[C:5]([Br:7])[S:4][C:3]=1[C:8]([O:10]C)=O.[N:12]1([C:18]#[N:19])[CH2:17][CH2:16][O:15][CH2:14][CH2:13]1.Cl.C1(OC)CCCC1, predict the reaction product. The product is: [Br:7][C:5]1[S:4][C:3]2[C:8](=[O:10])[NH:19][C:18]([N:12]3[CH2:17][CH2:16][O:15][CH2:14][CH2:13]3)=[N:1][C:2]=2[CH:6]=1.